This data is from Full USPTO retrosynthesis dataset with 1.9M reactions from patents (1976-2016). The task is: Predict the reactants needed to synthesize the given product. Given the product [C:1]([C:3]([C:11]1[S:12][C:13]([C:16]#[N:17])=[CH:14][CH:15]=1)([CH:8]([CH3:10])[CH3:9])[CH2:4][CH2:5][CH2:6][N:49]1[CH2:48][CH2:47][N:46]([CH2:45][CH2:44][O:43][C:42]2[CH:52]=[CH:53][CH:54]=[C:40]([C:38]#[N:39])[CH:41]=2)[CH2:51][CH2:50]1)#[N:2], predict the reactants needed to synthesize it. The reactants are: [C:1]([C:3]([C:11]1[S:12][C:13]([C:16]#[N:17])=[CH:14][CH:15]=1)([CH:8]([CH3:10])[CH3:9])[CH2:4][CH2:5][CH2:6]O)#[N:2].C(N(CC)CC)C.S(Cl)(C)(=O)=O.[I-].[Na+].C(=O)([O-])[O-].[K+].[K+].[C:38]([C:40]1[CH:41]=[C:42]([CH:52]=[CH:53][CH:54]=1)[O:43][CH2:44][CH2:45][N:46]1[CH2:51][CH2:50][NH:49][CH2:48][CH2:47]1)#[N:39].